From a dataset of Peptide-MHC class I binding affinity with 185,985 pairs from IEDB/IMGT. Regression. Given a peptide amino acid sequence and an MHC pseudo amino acid sequence, predict their binding affinity value. This is MHC class I binding data. (1) The peptide sequence is RECGARVIL. The MHC is HLA-B27:05 with pseudo-sequence HLA-B27:05. The binding affinity (normalized) is 0.0847. (2) The peptide sequence is AELLAACF. The MHC is Mamu-A11 with pseudo-sequence Mamu-A11. The binding affinity (normalized) is 0.774.